Dataset: Peptide-MHC class I binding affinity with 185,985 pairs from IEDB/IMGT. Task: Regression. Given a peptide amino acid sequence and an MHC pseudo amino acid sequence, predict their binding affinity value. This is MHC class I binding data. (1) The peptide sequence is LSEEANWAF. The MHC is HLA-B15:17 with pseudo-sequence HLA-B15:17. The binding affinity (normalized) is 0.706. (2) The peptide sequence is QTVKYPNL. The MHC is H-2-Db with pseudo-sequence H-2-Db. The binding affinity (normalized) is 0. (3) The peptide sequence is RTKLSRVY. The MHC is Mamu-A02 with pseudo-sequence Mamu-A02. The binding affinity (normalized) is 0.933. (4) The peptide sequence is LLTFWNPPV. The MHC is HLA-A02:06 with pseudo-sequence HLA-A02:06. The binding affinity (normalized) is 0.628.